From a dataset of Full USPTO retrosynthesis dataset with 1.9M reactions from patents (1976-2016). Predict the reactants needed to synthesize the given product. Given the product [CH3:1][N:2]1[CH2:7][CH2:6][N:5]([C:8]2[CH:13]=[CH:12][C:11]([NH:14][C:37]([C:35]3[O:36][C:32]([C:30]#[N:31])=[CH:33][CH:34]=3)=[O:38])=[C:10]([N:17]3[CH2:22][CH2:21][CH2:20][CH2:19][CH2:18]3)[CH:9]=2)[CH2:4][CH2:3]1, predict the reactants needed to synthesize it. The reactants are: [CH3:1][N:2]1[CH2:7][CH2:6][N:5]([C:8]2[CH:13]=[CH:12][C:11]([N+:14]([O-])=O)=[C:10]([N:17]3[CH2:22][CH2:21][CH2:20][CH2:19][CH2:18]3)[CH:9]=2)[CH2:4][CH2:3]1.NC1C=CC=CC=1.[C:30]([C:32]1[O:36][C:35]([C:37](O)=[O:38])=[CH:34][CH:33]=1)#[N:31].C(Cl)(=O)C(Cl)=O.CCN(C(C)C)C(C)C.